This data is from Forward reaction prediction with 1.9M reactions from USPTO patents (1976-2016). The task is: Predict the product of the given reaction. (1) Given the reactants CN([CH2:4][CH2:5]N(C)C)C.[CH2:9]([N:11]([CH2:22][CH3:23])[C:12](=[O:21])[O:13][C:14]1[CH:19]=[CH:18][CH:17]=[C:16]([Cl:20])[CH:15]=1)[CH3:10].C([Li])(CC)C.C(I)C, predict the reaction product. The product is: [CH2:22]([N:11]([CH2:9][CH3:10])[C:12](=[O:21])[O:13][C:14]1[CH:19]=[CH:18][CH:17]=[C:16]([Cl:20])[C:15]=1[CH2:4][CH3:5])[CH3:23]. (2) Given the reactants [CH2:1]([O:8][C:9](=[O:23])/[CH:10]=[CH:11]/[CH2:12][CH2:13][C@H:14]1[C@@H:21]2[C@@H:17]([O:18][C:19](=[O:22])[O:20]2)[CH2:16][S:15]1)[C:2]1[CH:7]=[CH:6][CH:5]=[CH:4][CH:3]=1.[H][H], predict the reaction product. The product is: [O:22]=[C:19]1[O:18][C@H:17]2[CH2:16][S:15][C@@H:14]([CH2:13][CH2:12][CH2:11][CH2:10][C:9]([O:8][CH2:1][C:2]3[CH:7]=[CH:6][CH:5]=[CH:4][CH:3]=3)=[O:23])[C@H:21]2[O:20]1.